Task: Predict the product of the given reaction.. Dataset: Forward reaction prediction with 1.9M reactions from USPTO patents (1976-2016) (1) Given the reactants CC([N:5]([C@H:9]([CH3:31])[C:10]([NH:12][C:13]1[CH:14]=[N:15][C:16]([O:19][C:20]2[C:25]3[C:26]([CH3:30])([CH3:29])[CH2:27][O:28][C:24]=3[CH:23]=[CH:22][CH:21]=2)=[CH:17][CH:18]=1)=[O:11])C(=O)[O-])(C)C.C(O)(C(F)(F)F)=O, predict the reaction product. The product is: [CH3:30][C:26]1([CH3:29])[C:25]2[C:20]([O:19][C:16]3[N:15]=[CH:14][C:13]([NH:12][C:10](=[O:11])[C@@H:9]([CH3:31])[NH2:5])=[CH:18][CH:17]=3)=[CH:21][CH:22]=[CH:23][C:24]=2[O:28][CH2:27]1. (2) The product is: [Br:1][C:2]1[CH:3]=[CH:4][C:5]([C:8]2[O:12][N:11]=[C:10]([CH3:13])[C:9]=2[CH:14]([OH:15])[CH:18]([CH3:19])[CH:17]=[CH2:20])=[CH:6][CH:7]=1. Given the reactants [Br:1][C:2]1[CH:7]=[CH:6][C:5]([C:8]2[O:12][N:11]=[C:10]([CH3:13])[C:9]=2[CH:14]=[O:15])=[CH:4][CH:3]=1.Br[CH:17]([CH3:20])[CH:18]=[CH2:19], predict the reaction product. (3) Given the reactants [Cl:1][C:2]1[N:3]=[CH:4][C:5]2[S:10][CH:9]=[C:8]([C:11]([OH:13])=O)[C:6]=2[N:7]=1.[N:14]1[CH:15]=[C:16]([NH2:23])[N:17]2[C:22]=1[CH:21]=[CH:20][CH:19]=[N:18]2.CCN(C(C)C)C(C)C.ON1C2N=CC=CC=2N=N1.CN(C(ON1N=NC2C=CC=NC1=2)=[N+](C)C)C.F[P-](F)(F)(F)(F)F, predict the reaction product. The product is: [N:14]1[CH:15]=[C:16]([NH:23][C:11]([C:8]2[C:6]3[N:7]=[C:2]([Cl:1])[N:3]=[CH:4][C:5]=3[S:10][CH:9]=2)=[O:13])[N:17]2[C:22]=1[CH:21]=[CH:20][CH:19]=[N:18]2. (4) The product is: [C:19]([C:21]1[N:26]=[CH:25][C:24]([CH:27]([C:42]2[C:43](=[O:49])[CH2:44][CH2:45][CH2:46][C:6]=2[O:7][CH3:9])[NH:28][C:29]([NH:31][C:32]2[CH:37]=[CH:36][CH:35]=[C:34]([C:38]([F:41])([F:39])[F:40])[CH:33]=2)=[O:30])=[CH:23][CH:22]=1)#[N:20]. Given the reactants F[B-](F)(F)F.[CH3:6][O+:7]([CH3:9])C.C(N(CC)C(C)C)(C)C.[C:19]([C:21]1[N:26]=[CH:25][C:24]([CH:27]([C:42]2C(=O)[CH2:46][CH2:45][CH2:44][C:43]=2[OH:49])[NH:28][C:29]([NH:31][C:32]2[CH:37]=[CH:36][CH:35]=[C:34]([C:38]([F:41])([F:40])[F:39])[CH:33]=2)=[O:30])=[CH:23][CH:22]=1)#[N:20], predict the reaction product. (5) Given the reactants [O:1]=[S:2]1(=[O:19])[NH:7][CH2:6][CH2:5][CH2:4][N:3]1[C:8]1[CH:17]=[CH:16][C:11]([C:12]([O:14][CH3:15])=[O:13])=[CH:10][C:9]=1[CH3:18].[K].[CH3:21]C(C)([O-])C.CI, predict the reaction product. The product is: [O:19]=[S:2]1(=[O:1])[N:7]([CH3:21])[CH2:6][CH2:5][CH2:4][N:3]1[C:8]1[CH:17]=[CH:16][C:11]([C:12]([O:14][CH3:15])=[O:13])=[CH:10][C:9]=1[CH3:18]. (6) Given the reactants [Br:1][C:2]1[CH:3]=[CH:4][C:5]([NH2:8])=[N:6][CH:7]=1.Br[CH2:10][C:11](=O)[C:12]([F:15])([F:14])[F:13].C(=O)([O-])[O-].[K+].[K+], predict the reaction product. The product is: [Br:1][C:2]1[CH:3]=[CH:4][C:5]2[N:6]([CH:10]=[C:11]([C:12]([F:15])([F:14])[F:13])[N:8]=2)[CH:7]=1.